This data is from NCI-60 drug combinations with 297,098 pairs across 59 cell lines. The task is: Regression. Given two drug SMILES strings and cell line genomic features, predict the synergy score measuring deviation from expected non-interaction effect. (1) Drug 1: CC1C(C(CC(O1)OC2CC(CC3=C2C(=C4C(=C3O)C(=O)C5=C(C4=O)C(=CC=C5)OC)O)(C(=O)CO)O)N)O.Cl. Drug 2: C1CC(=O)NC(=O)C1N2CC3=C(C2=O)C=CC=C3N. Cell line: SK-MEL-28. Synergy scores: CSS=-1.09, Synergy_ZIP=4.79, Synergy_Bliss=5.49, Synergy_Loewe=1.61, Synergy_HSA=0.673. (2) Drug 1: C1C(C(OC1N2C=C(C(=O)NC2=O)F)CO)O. Drug 2: CN1C2=C(C=C(C=C2)N(CCCl)CCCl)N=C1CCCC(=O)O.Cl. Cell line: HS 578T. Synergy scores: CSS=28.3, Synergy_ZIP=-6.17, Synergy_Bliss=-4.83, Synergy_Loewe=-31.6, Synergy_HSA=-4.44.